This data is from Reaction yield outcomes from USPTO patents with 853,638 reactions. The task is: Predict the reaction yield, written as a fraction of the theoretical maximum amount of product (1.0 means a 100% yield; for example, 0.34 means a 34% yield). The reactants are [F:1][C:2]([F:32])([F:31])[C:3]1[CH:26]=[C:25]([C:27]([F:30])([F:29])[F:28])[CH:24]=[CH:23][C:4]=1[CH2:5][O:6][C:7]1[CH:12]=[CH:11][C:10](/[CH:13]=[C:14]2/[C:15](=O)[NH:16][C:17](=[O:19])[S:18]/2)=[CH:9][C:8]=1[O:21][CH3:22].COC1C=CC(P2(SP(C3C=CC(OC)=CC=3)(=S)S2)=[S:42])=CC=1. The catalyst is C1(C)C=CC=CC=1. The product is [F:31][C:2]([F:1])([F:32])[C:3]1[CH:26]=[C:25]([C:27]([F:28])([F:30])[F:29])[CH:24]=[CH:23][C:4]=1[CH2:5][O:6][C:7]1[CH:12]=[CH:11][C:10](/[CH:13]=[C:14]2/[C:15](=[S:42])[NH:16][C:17](=[O:19])[S:18]/2)=[CH:9][C:8]=1[O:21][CH3:22]. The yield is 0.890.